From a dataset of Forward reaction prediction with 1.9M reactions from USPTO patents (1976-2016). Predict the product of the given reaction. (1) Given the reactants C[N+:2]1([O-])[CH2:20][CH2:19][C@:9]23[C:10]4[C:11]5[O:18][C@H:8]2[C:7](=[O:21])[CH2:6][CH2:5][C@H:4]3[C@H:3]1[CH2:16][C:15]=4[CH:14]=[CH:13][C:12]=5[OH:17], predict the reaction product. The product is: [O:18]1[C@@H:8]2[C@@:9]34[CH2:19][CH2:20][NH:2][C@@H:3]([C@@H:4]3[CH2:5][CH2:6][C:7]2=[O:21])[CH2:16][C:15]2=[C:10]4[C:11]1=[C:12]([OH:17])[CH:13]=[CH:14]2. (2) Given the reactants [F:1][C:2]1[CH:10]=[C:9]2[C:5]([C:6]([C:12]3[N:13]=[C:14]4[C:20]([C:21](O)=[O:22])=[CH:19][N:18]([CH2:24][O:25][CH2:26][CH2:27][Si:28]([CH3:31])([CH3:30])[CH3:29])[C:15]4=[N:16][CH:17]=3)=[N:7][N:8]2[CH3:11])=[CH:4][CH:3]=1.[NH2:32][C@@H:33]([CH3:36])[CH2:34][OH:35].CN(C(ON1N=NC2C=CC=NC1=2)=[N+](C)C)C.F[P-](F)(F)(F)(F)F.C(N(CC)C(C)C)(C)C, predict the reaction product. The product is: [OH:35][CH2:34][C@@H:33]([NH:32][C:21]([C:20]1[C:14]2[C:15](=[N:16][CH:17]=[C:12]([C:6]3[C:5]4[C:9](=[CH:10][C:2]([F:1])=[CH:3][CH:4]=4)[N:8]([CH3:11])[N:7]=3)[N:13]=2)[N:18]([CH2:24][O:25][CH2:26][CH2:27][Si:28]([CH3:29])([CH3:31])[CH3:30])[CH:19]=1)=[O:22])[CH3:36]. (3) The product is: [NH2:2][C:1](=[O:15])[C:3]([C:6]1[CH:7]=[C:8]([CH:12]=[CH:13][CH:14]=1)[C:9]([OH:11])=[O:10])([CH3:5])[CH3:4]. Given the reactants [C:1]([C:3]([C:6]1[CH:7]=[C:8]([CH:12]=[CH:13][CH:14]=1)[C:9]([OH:11])=[O:10])([CH3:5])[CH3:4])#[N:2].[OH:15][Li].O.OO, predict the reaction product. (4) Given the reactants [F:1][C:2]([F:27])([F:26])[C:3]1[CH:8]=[C:7]([C:9]2[S:19][C:12]3=[N:13][CH:14]=[C:15]([CH:17]=O)[CH:16]=[C:11]3[CH:10]=2)[CH:6]=[CH:5][C:4]=1[C:20]1[CH:25]=[CH:24][CH:23]=[CH:22][CH:21]=1.Cl.[NH2:29][CH2:30][CH2:31][C:32]([OH:34])=[O:33].C(N(CC)CC)C.[BH4-].[Na+], predict the reaction product. The product is: [F:26][C:2]([F:1])([F:27])[C:3]1[CH:8]=[C:7]([C:9]2[S:19][C:12]3=[N:13][CH:14]=[C:15]([CH2:17][NH:29][CH2:30][CH2:31][C:32]([OH:34])=[O:33])[CH:16]=[C:11]3[CH:10]=2)[CH:6]=[CH:5][C:4]=1[C:20]1[CH:25]=[CH:24][CH:23]=[CH:22][CH:21]=1. (5) Given the reactants [F:1][C:2]1[CH:7]=[CH:6][C:5]([C:8]2[O:9][CH:10]=[C:11]([C:13]([CH3:17])([CH3:16])[CH2:14][NH2:15])[N:12]=2)=[CH:4][CH:3]=1.[F:18][CH:19]([F:34])[C:20]1[O:24][N:23]=[C:22]([C:25]2[CH:26]=[N:27][CH:28]=[C:29]([CH:33]=2)[C:30](O)=[O:31])[N:21]=1, predict the reaction product. The product is: [F:34][CH:19]([F:18])[C:20]1[O:24][N:23]=[C:22]([C:25]2[CH:26]=[N:27][CH:28]=[C:29]([CH:33]=2)[C:30]([NH:15][CH2:14][C:13]([C:11]2[N:12]=[C:8]([C:5]3[CH:4]=[CH:3][C:2]([F:1])=[CH:7][CH:6]=3)[O:9][CH:10]=2)([CH3:17])[CH3:16])=[O:31])[N:21]=1. (6) Given the reactants [CH3:1][CH2:2][O:3][C:4]([CH3:6])=[O:5].C([N-]C(C)C)(C)C.[Li+].[Br:15][C:16]1[C:17](/[C:22](/[C:30]2[CH:35]=[CH:34][C:33]([O:36][C:37]([F:40])([F:39])[F:38])=[C:32]([F:41])[CH:31]=2)=[N:23]/[S@@:24]([C:26]([CH3:29])([CH3:28])[CH3:27])=[O:25])=[N:18][CH:19]=[CH:20][CH:21]=1, predict the reaction product. The product is: [Br:15][C:16]1[C:17]([C@@:22]([NH:23][S@@:24]([C:26]([CH3:29])([CH3:28])[CH3:27])=[O:25])([C:30]2[CH:35]=[CH:34][C:33]([O:36][C:37]([F:40])([F:38])[F:39])=[C:32]([F:41])[CH:31]=2)[CH2:6][C:4]([O:3][CH2:2][CH3:1])=[O:5])=[N:18][CH:19]=[CH:20][CH:21]=1. (7) Given the reactants [CH2:1]=[O:2].[OH-].[Na+].[CH3:5][O:6][C:7]1[CH:8]=[C:9]([N:15]2[CH2:20][CH2:19][N:18]([C:21]([C:23]3[C:27]([C:28]4[CH:33]=[CH:32][CH:31]=[CH:30][CH:29]=4)=[CH:26][NH:25][CH:24]=3)=[O:22])[CH2:17][CH2:16]2)[CH:10]=[C:11]([O:13][CH3:14])[CH:12]=1, predict the reaction product. The product is: [CH3:14][O:13][C:11]1[CH:10]=[C:9]([N:15]2[CH2:20][CH2:19][N:18]([C:21]([C:23]3[C:27]([C:28]4[CH:33]=[CH:32][CH:31]=[CH:30][CH:29]=4)=[CH:26][N:25]([CH2:1][OH:2])[CH:24]=3)=[O:22])[CH2:17][CH2:16]2)[CH:8]=[C:7]([O:6][CH3:5])[CH:12]=1. (8) Given the reactants [OH-].[Na+].[C:3]([O:7][C:8]([NH:10][C:11]1([C:26]([O:28]C)=[O:27])[CH2:16][CH2:15][N:14]([C:17]2[N:25]=[CH:24][N:23]=[C:22]3[C:18]=2[N:19]=[CH:20][NH:21]3)[CH2:13][CH2:12]1)=[O:9])([CH3:6])([CH3:5])[CH3:4].Cl, predict the reaction product. The product is: [CH3:6][C:3]([O:7][C:8]([NH:10][C:11]1([C:26]([OH:28])=[O:27])[CH2:12][CH2:13][N:14]([C:17]2[N:25]=[CH:24][N:23]=[C:22]3[C:18]=2[N:19]=[CH:20][NH:21]3)[CH2:15][CH2:16]1)=[O:9])([CH3:4])[CH3:5]. (9) Given the reactants [C:12]([O:11][C:9](O[C:9]([O:11][C:12]([CH3:15])([CH3:14])[CH3:13])=[O:10])=[O:10])([CH3:15])([CH3:14])[CH3:13].C(N(CC)CC)C.[Br:23][C:24]1[CH:25]=[C:26]2[C:30](=[CH:31][CH:32]=1)[NH:29][N:28]=[CH:27]2, predict the reaction product. The product is: [C:12]([O:11][C:9]([N:29]1[C:30]2[C:26](=[CH:25][C:24]([Br:23])=[CH:32][CH:31]=2)[CH:27]=[N:28]1)=[O:10])([CH3:13])([CH3:14])[CH3:15].